This data is from Full USPTO retrosynthesis dataset with 1.9M reactions from patents (1976-2016). The task is: Predict the reactants needed to synthesize the given product. (1) Given the product [O:1]1[CH:5]=[CH:4][CH:3]=[C:2]1[C:6]1[N:11]=[C:10]2[NH:12][N:13]=[C:14]([NH:15][CH2:22][CH:23]([CH3:26])[CH3:24])[C:9]2=[CH:8][C:7]=1[C:16]1[CH:21]=[CH:20][N:19]=[CH:18][N:17]=1, predict the reactants needed to synthesize it. The reactants are: [O:1]1[CH:5]=[CH:4][CH:3]=[C:2]1[C:6]1[N:11]=[C:10]2[NH:12][N:13]=[C:14]([NH2:15])[C:9]2=[CH:8][C:7]=1[C:16]1[CH:21]=[CH:20][N:19]=[CH:18][N:17]=1.[CH3:22][CH:23]([CH3:26])[CH:24]=O.C(O[BH-](OC(=O)C)OC(=O)C)(=O)C.[Na+]. (2) Given the product [C:1]1([C:7]2[CH:8]=[N:9][N:10]([CH2:12][CH2:13][CH2:14][C:15]([OH:17])=[O:16])[CH:11]=2)[CH:2]=[CH:3][CH:4]=[CH:5][CH:6]=1, predict the reactants needed to synthesize it. The reactants are: [C:1]1([C:7]2[CH:8]=[N:9][N:10]([CH2:12][CH2:13][CH2:14][C:15]([O:17]CC)=[O:16])[CH:11]=2)[CH:6]=[CH:5][CH:4]=[CH:3][CH:2]=1.Cl. (3) Given the product [NH2:16][C:14]1[CH:13]=[C:5]([CH:4]=[C:3]([O:2][CH3:1])[CH:15]=1)[C:6]([O:8][C:9]([CH3:12])([CH3:11])[CH3:10])=[O:7], predict the reactants needed to synthesize it. The reactants are: [CH3:1][O:2][C:3]1[CH:4]=[C:5]([CH:13]=[C:14]([N+:16]([O-])=O)[CH:15]=1)[C:6]([O:8][C:9]([CH3:12])([CH3:11])[CH3:10])=[O:7].O. (4) Given the product [F:26][C:27]1[CH:28]=[CH:29][C:30]([C:33]2[N:37]([CH3:38])[N:36]=[CH:35][C:34]=2[CH2:39][O:40][C:41]2[CH:42]=[CH:43][C:44]([CH2:47][N:13]([S:10]([C:5]3[CH:6]=[CH:7][CH:8]=[CH:9][C:4]=3[N+:1]([O-:3])=[O:2])(=[O:12])=[O:11])[C:14]3[CH:19]=[CH:18][C:17]([CH2:20][CH2:21][C:22]([O:24][CH3:25])=[O:23])=[CH:16][CH:15]=3)=[CH:45][CH:46]=2)=[CH:31][CH:32]=1, predict the reactants needed to synthesize it. The reactants are: [N+:1]([C:4]1[CH:9]=[CH:8][CH:7]=[CH:6][C:5]=1[S:10]([NH:13][C:14]1[CH:19]=[CH:18][C:17]([CH2:20][CH2:21][C:22]([O:24][CH3:25])=[O:23])=[CH:16][CH:15]=1)(=[O:12])=[O:11])([O-:3])=[O:2].[F:26][C:27]1[CH:32]=[CH:31][C:30]([C:33]2[N:37]([CH3:38])[N:36]=[CH:35][C:34]=2[CH2:39][O:40][C:41]2[CH:46]=[CH:45][C:44]([CH2:47]O)=[CH:43][CH:42]=2)=[CH:29][CH:28]=1.C1(P(C2C=CC=CC=2)C2C=CC=CC=2)C=CC=CC=1.N(C(OCC)=O)=NC(OCC)=O. (5) Given the product [CH3:12][C:2]([O:13][CH2:26][C@@H:25]1[CH2:21][O:24]1)([CH3:1])[CH2:3][N:4]1[CH:8]=[CH:7][C:6]([N+:9]([O-:11])=[O:10])=[N:5]1, predict the reactants needed to synthesize it. The reactants are: [CH3:1][C:2]([OH:13])([CH3:12])[CH2:3][N:4]1[CH:8]=[CH:7][C:6]([N+:9]([O-:11])=[O:10])=[N:5]1.CN(C=O)C.[H-].[Na+].[C:21]([O:24][CH2:25][CH3:26])(=O)C. (6) Given the product [CH2:1]([CH:8]1[CH2:16][CH2:15][CH2:14][C:13]2[NH:12][C:11]([C:17]([OH:19])=[O:18])=[CH:10][C:9]1=2)[C:2]1[CH:7]=[CH:6][CH:5]=[CH:4][CH:3]=1, predict the reactants needed to synthesize it. The reactants are: [CH2:1]([CH:8]1[CH2:16][CH2:15][CH2:14][C:13]2[NH:12][C:11]([C:17]([O:19]C)=[O:18])=[CH:10][C:9]1=2)[C:2]1[CH:7]=[CH:6][CH:5]=[CH:4][CH:3]=1.[OH-].[Na+]. (7) The reactants are: [C:1]([C:5]1[CH:10]=[CH:9][CH:8]=[CH:7][C:6]=1[CH:11]1[CH2:16][CH2:15][N:14]([C:17]([C@H:19]2[CH2:23][C@@H:22]([OH:24])[CH2:21][N:20]2C(OC(C)(C)C)=O)=[O:18])[CH2:13][CH2:12]1)([CH3:4])([CH3:3])[CH3:2].C(O)(C(F)(F)F)=O. Given the product [C:1]([C:5]1[CH:10]=[CH:9][CH:8]=[CH:7][C:6]=1[CH:11]1[CH2:16][CH2:15][N:14]([C:17]([C@H:19]2[CH2:23][C@@H:22]([OH:24])[CH2:21][NH:20]2)=[O:18])[CH2:13][CH2:12]1)([CH3:4])([CH3:2])[CH3:3], predict the reactants needed to synthesize it. (8) Given the product [F:1][C:2]1[CH:7]=[CH:6][CH:5]=[CH:4][C:3]=1[C:8]12[CH2:9][O:10][CH:11]([CH2:12][O:13][C:14]([C:27]3[CH:32]=[CH:31][CH:30]=[CH:29][CH:28]=3)([C:21]3[CH:26]=[CH:25][CH:24]=[CH:23][CH:22]=3)[C:15]3[CH:20]=[CH:19][CH:18]=[CH:17][CH:16]=3)[CH:33]1[CH2:34][O:43][NH:42]2, predict the reactants needed to synthesize it. The reactants are: [F:1][C:2]1[CH:7]=[CH:6][CH:5]=[CH:4][C:3]=1[C:8](=O)[CH2:9][O:10][CH:11]([CH:33]=[CH2:34])[CH2:12][O:13][C:14]([C:27]1[CH:32]=[CH:31][CH:30]=[CH:29][CH:28]=1)([C:21]1[CH:26]=[CH:25][CH:24]=[CH:23][CH:22]=1)[C:15]1[CH:20]=[CH:19][CH:18]=[CH:17][CH:16]=1.C([O-])(=O)C.[Na+].Cl.[NH2:42][OH:43].